From a dataset of Experimentally validated miRNA-target interactions with 360,000+ pairs, plus equal number of negative samples. Binary Classification. Given a miRNA mature sequence and a target amino acid sequence, predict their likelihood of interaction. (1) The miRNA is hsa-miR-7158-3p with sequence CUGAACUAGAGAUUGGGCCCA. The protein sequence of the target gene is MTEVVPSSALSEVSLRLLCHDDIDTVKHLCGDWFPIEYPDSWYRDITSNKKFFSLAATYRGAIVGMIVAEIKNRTKIHKEDGDILASNFSVDTQVAYILSLGVVKEFRKHGIGSLLLESLKDHISTTAQDHCKAIYLHVLTTNNTAINFYENRDFKQHHYLPYYYSIRGVLKDGFTYVLYINGGHPPWTILDYIQHLGSALASLSPCSIPHRVYRQAHSLLCSFLPWSGISSKSGIEYSRTM. Result: 0 (no interaction). (2) The miRNA is hsa-miR-16-5p with sequence UAGCAGCACGUAAAUAUUGGCG. The protein sequence of the target gene is MFSLDSFRKDRAQHRQRQCKLPPPRLPPMCVNPTPGGTISRASRDLLKEFPQPKNLLNSVIGRALGISHAKDKLVYVHTNGPKKKKVTLHIKWPKSVEVEGYGSKKIDAERQAAAAACQLFKGWGLLGPRNELFDAAKYRVLADRFGSPADSWWRPEPTMPPTSWRQLNPESIRPGGPGGLSRSLGREEEEDEEEELEEGTIDVTDFLSMTQQDSHAPLRDSRGSSFEMTDDDSAIRALTQFPLPKNLLAKVIQIATSSSTAKNLMQFHTVGTKTKLSTLTLLWPCPMTFVAKGRRKAEA.... Result: 1 (interaction). (3) The miRNA is rno-miR-382-5p with sequence GAAGUUGUUCGUGGUGGAUUCG. The protein sequence of the target gene is MAELIQKKLQGEVEKYQQLQKDLSKSMSGRQKLEAQLTENNIVKEELALLDGSNVVFKLLGPVLVKQELGEARATVGKRLDYITAEIKRYESQLRDLERQSEQQRETLAQLQQEFQRAQAAKAGAPGKA. Result: 0 (no interaction).